From a dataset of NCI-60 drug combinations with 297,098 pairs across 59 cell lines. Regression. Given two drug SMILES strings and cell line genomic features, predict the synergy score measuring deviation from expected non-interaction effect. (1) Drug 1: C1=NC2=C(N1)C(=S)N=C(N2)N. Drug 2: C1=CN(C=N1)CC(O)(P(=O)(O)O)P(=O)(O)O. Cell line: RXF 393. Synergy scores: CSS=13.4, Synergy_ZIP=-5.99, Synergy_Bliss=-2.78, Synergy_Loewe=-1.77, Synergy_HSA=-1.28. (2) Drug 1: CC1=C(C=C(C=C1)NC2=NC=CC(=N2)N(C)C3=CC4=NN(C(=C4C=C3)C)C)S(=O)(=O)N.Cl. Drug 2: CC(C)(C#N)C1=CC(=CC(=C1)CN2C=NC=N2)C(C)(C)C#N. Cell line: SNB-75. Synergy scores: CSS=2.63, Synergy_ZIP=-0.769, Synergy_Bliss=0.416, Synergy_Loewe=1.59, Synergy_HSA=1.60.